This data is from Tox21: 12 toxicity assays (nuclear receptors and stress response pathways). The task is: Binary classification across 12 toxicity assays. The molecule is CCc1ccc(O)c(C(C)(C)C)c1. It tested positive (active) for: NR-ER (Estrogen Receptor agonist activity), and SR-MMP (Mitochondrial Membrane Potential disruption).